From a dataset of Reaction yield outcomes from USPTO patents with 853,638 reactions. Predict the reaction yield, written as a fraction of the theoretical maximum amount of product (1.0 means a 100% yield; for example, 0.34 means a 34% yield). (1) The reactants are [Br:1][C:2]1[CH:3]=[N:4][N:5]([CH3:16])[C:6]=1[C:7]1[CH:8]=[C:9]([C:13]([OH:15])=O)[S:10][C:11]=1[Cl:12].[NH2:17][C@@H:18]([CH2:31][C:32]1[CH:37]=[CH:36][C:35]([F:38])=[CH:34][CH:33]=1)[CH2:19][N:20]1[C:28](=[O:29])[C:27]2[C:22](=[CH:23][CH:24]=[CH:25][CH:26]=2)[C:21]1=[O:30].CC(OC(N[C@H](C(O)=O)CC1C=CC=CC=1C(F)(F)F)=O)(C)C.C1CN([P+](Br)(N2CCCC2)N2CCCC2)CC1.F[P-](F)(F)(F)(F)F.CCN(C(C)C)C(C)C. The catalyst is C(Cl)(Cl)Cl. The product is [Br:1][C:2]1[CH:3]=[N:4][N:5]([CH3:16])[C:6]=1[C:7]1[CH:8]=[C:9]([C:13]([NH:17][C@@H:18]([CH2:31][C:32]2[CH:33]=[CH:34][C:35]([F:38])=[CH:36][CH:37]=2)[CH2:19][N:20]2[C:28](=[O:29])[C:27]3[C:22](=[CH:23][CH:24]=[CH:25][CH:26]=3)[C:21]2=[O:30])=[O:15])[S:10][C:11]=1[Cl:12]. The yield is 0.310. (2) The reactants are C(P(C(C)(C)C)C1C=CC=CC=1C1C(C(C)C)=CC(C(C)C)=CC=1C(C)C)(C)(C)C.Br[C:32]1[N:33]=[C:34]2[CH:40]=[C:39]([CH3:41])[N:38]([S:42]([C:45]3[CH:51]=[CH:50][C:48]([CH3:49])=[CH:47][CH:46]=3)(=[O:44])=[O:43])[C:35]2=[N:36][CH:37]=1.[NH:52]([C:54]([O:56][C:57]([CH3:60])([CH3:59])[CH3:58])=[O:55])[NH2:53].CC([O-])(C)C.[Na+]. The catalyst is O1CCOCC1.C1C=CC(/C=C/C(/C=C/C2C=CC=CC=2)=O)=CC=1.C1C=CC(/C=C/C(/C=C/C2C=CC=CC=2)=O)=CC=1.C1C=CC(/C=C/C(/C=C/C2C=CC=CC=2)=O)=CC=1.[Pd].[Pd]. The product is [CH3:41][C:39]1[N:38]([S:42]([C:45]2[CH:51]=[CH:50][C:48]([CH3:49])=[CH:47][CH:46]=2)(=[O:44])=[O:43])[C:35]2=[N:36][CH:37]=[C:32]([NH:53][NH:52][C:54]([O:56][C:57]([CH3:60])([CH3:59])[CH3:58])=[O:55])[N:33]=[C:34]2[CH:40]=1. The yield is 0.140. (3) The reactants are [O:1]=[C:2]1[N:7]([CH2:8][C:9]([OH:11])=O)[N:6]=[N:5][C:4]2[CH:12]=[CH:13][CH:14]=[CH:15][C:3]1=2.C1C=CC2N(O)N=NC=2C=1.C(Cl)CCl.[Br:30][C:31]1[CH:36]=[CH:35][C:34]([C@@H:37]([NH2:39])[CH3:38])=[CH:33][CH:32]=1.CCN(C(C)C)C(C)C. The catalyst is CN(C=O)C. The product is [Br:30][C:31]1[CH:36]=[CH:35][C:34]([C@@H:37]([NH:39][C:9](=[O:11])[CH2:8][N:7]2[C:2](=[O:1])[C:3]3[CH:15]=[CH:14][CH:13]=[CH:12][C:4]=3[N:5]=[N:6]2)[CH3:38])=[CH:33][CH:32]=1. The yield is 0.330. (4) The reactants are [CH:1]([C:3]1[CH:8]=[CH:7][C:6](B(O)O)=[CH:5][CH:4]=1)=[CH2:2].[OH:12][N:13]1[C:21](=[O:22])[C:20]2[C:15](=[CH:16][CH:17]=[CH:18][CH:19]=2)[C:14]1=[O:23].N1C=CC=CC=1. The catalyst is ClCCCl.O.Cl[Cu]. The product is [CH:1]([C:3]1[CH:8]=[CH:7][C:6]([O:12][N:13]2[C:21](=[O:22])[C:20]3[C:15](=[CH:16][CH:17]=[CH:18][CH:19]=3)[C:14]2=[O:23])=[CH:5][CH:4]=1)=[CH2:2]. The yield is 0.630. (5) The catalyst is O.O1CCOCC1. The yield is 0.800. The product is [C:22]([O:21][C:19]([NH:12][CH2:11][C:4]1([CH2:7][C:8]([OH:10])=[O:9])[CH2:3][CH2:2][CH2:1][CH2:6][CH2:5]1)=[O:20])([CH3:25])([CH3:24])[CH3:23]. The reactants are [CH2:1]1[CH2:6][CH2:5][C:4]([CH2:11][NH2:12])([CH2:7][C:8]([OH:10])=[O:9])[CH2:3][CH2:2]1.C(=O)([O-])[O-].[K+].[K+].[C:19](O[C:19]([O:21][C:22]([CH3:25])([CH3:24])[CH3:23])=[O:20])([O:21][C:22]([CH3:25])([CH3:24])[CH3:23])=[O:20]. (6) The reactants are [CH3:1][N:2]([CH3:10])[C:3]([C@@H:5]1[CH2:9][CH2:8][CH2:7][NH:6]1)=[O:4].Br[CH2:12][CH2:13][CH2:14][OH:15].C(=O)([O-])[O-].[K+].[K+]. The catalyst is C(#N)C. The product is [OH:15][CH2:14][CH2:13][CH2:12][N:6]1[CH2:7][CH2:8][CH2:9][C@H:5]1[C:3](=[O:4])[N:2]([CH3:10])[CH3:1]. The yield is 0.480. (7) The reactants are [C:1]1([C@H:7]([NH:10][C:11]([C:13]2[CH:14]=[C:15]([C:22](O)=[O:23])[N:16]3[CH2:21][CH2:20][O:19][CH2:18][C:17]=23)=[O:12])[CH2:8][CH3:9])[CH:6]=[CH:5][CH:4]=[CH:3][CH:2]=1.Cl.C(N=C=NCCCN(C)C)C.Cl.[CH3:38][O:39][C:40]([C@H:42]1[CH2:46][CH2:45][CH2:44][NH:43]1)=[O:41].C(N(CC)CC)C. The catalyst is CN(C)C=O.ClCCl. The product is [CH3:38][O:39][C:40]([C@H:42]1[CH2:46][CH2:45][CH2:44][N:43]1[C:22]([C:15]1[N:16]2[C:17]([CH2:18][O:19][CH2:20][CH2:21]2)=[C:13]([C:11](=[O:12])[NH:10][C@@H:7]([C:1]2[CH:6]=[CH:5][CH:4]=[CH:3][CH:2]=2)[CH2:8][CH3:9])[CH:14]=1)=[O:23])=[O:41]. The yield is 0.210.